This data is from Forward reaction prediction with 1.9M reactions from USPTO patents (1976-2016). The task is: Predict the product of the given reaction. (1) Given the reactants [OH:1][C:2]1[CH:7]=[CH:6][C:5]([C:8]23[NH:20][CH2:19][CH2:18][N:9]2[C:10](=[O:17])[C:11]2[N:12]([CH:14]=[CH:15][CH:16]=2)[CH2:13]3)=[CH:4][CH:3]=1.C(=O)([O-])[O-].[K+].[K+].Br[CH2:28][CH2:29][O:30][Si:31]([C:34]([CH3:37])([CH3:36])[CH3:35])([CH3:33])[CH3:32], predict the reaction product. The product is: [Si:31]([O:30][CH2:29][CH2:28][O:1][C:2]1[CH:7]=[CH:6][C:5]([C:8]23[NH:20][CH2:19][CH2:18][N:9]2[C:10](=[O:17])[C:11]2[N:12]([CH:14]=[CH:15][CH:16]=2)[CH2:13]3)=[CH:4][CH:3]=1)([C:34]([CH3:37])([CH3:36])[CH3:35])([CH3:33])[CH3:32]. (2) Given the reactants C1(C)C=CC=CC=1.Br[C:9]1[C:10]([Cl:27])=[C:11]([C:20]([S:23]([CH3:26])(=[O:25])=[O:24])=[CH:21][CH:22]=1)[O:12][CH2:13][CH2:14][CH:15]1[O:19][CH2:18][CH2:17][O:16]1.[C:28](=[O:31])([O-])[O-:29].[K+].[K+].[C:34]1(P(C2C=CC=CC=2)CCCCP(C2C=CC=CC=2)C2C=CC=CC=2)C=CC=CC=1.[C]=O, predict the reaction product. The product is: [O:16]1[CH2:17][CH2:18][O:19][CH:15]1[CH2:14][CH2:13][O:12][C:11]1[C:10]([Cl:27])=[C:9]([CH:22]=[CH:21][C:20]=1[S:23]([CH3:26])(=[O:25])=[O:24])[C:28]([O:29][CH3:34])=[O:31].